This data is from Forward reaction prediction with 1.9M reactions from USPTO patents (1976-2016). The task is: Predict the product of the given reaction. (1) Given the reactants [Cl:1][C:2]1[N:7]=[C:6](Cl)[CH:5]=[C:4]([C:9]([O:11][CH3:12])=[O:10])[N:3]=1.Cl.[Cl:14][C:15]1[C:19]([Cl:20])=[C:18]([CH3:21])[NH:17][C:16]=1[C:22]([NH:24][CH:25]1[CH2:30][CH2:29][NH:28][CH2:27][CH2:26]1)=[O:23].O, predict the reaction product. The product is: [Cl:1][C:2]1[NH:3][C:4]([N:28]2[CH2:27][CH2:26][CH:25]([NH:24][C:22]([C:16]3[NH:17][C:18]([CH3:21])=[C:19]([Cl:20])[C:15]=3[Cl:14])=[O:23])[CH2:30][CH2:29]2)([C:9]([O:11][CH3:12])=[O:10])[CH:5]=[CH:6][N:7]=1. (2) Given the reactants [CH3:1][O:2][C:3]1[CH:8]=[CH:7][C:6]([CH2:9][CH2:10][NH:11][C:12]2[CH:17]=[C:16]([C:18]3[CH:45]=[CH:44][C:21]4[N:22](C(C5C=CC=CC=5)(C5C=CC=CC=5)C5C=CC=CC=5)[CH:23]=[N:24][C:20]=4[CH:19]=3)[N:15]=[C:14]([O:46][CH3:47])[N:13]=2)=[CH:5][CH:4]=1.FC(F)(F)C(O)=O.O.CO, predict the reaction product. The product is: [NH:22]1[C:21]2[CH:44]=[CH:45][C:18]([C:16]3[N:15]=[C:14]([O:46][CH3:47])[N:13]=[C:12]([NH:11][CH2:10][CH2:9][C:6]4[CH:5]=[CH:4][C:3]([O:2][CH3:1])=[CH:8][CH:7]=4)[CH:17]=3)=[CH:19][C:20]=2[N:24]=[CH:23]1.